Dataset: Full USPTO retrosynthesis dataset with 1.9M reactions from patents (1976-2016). Task: Predict the reactants needed to synthesize the given product. (1) Given the product [O:11]1[CH2:12][CH2:13][CH:8]([O:7][CH2:6][C:5]2[CH:14]=[CH:15][C:2]([S:21]([Cl:24])(=[O:23])=[O:22])=[CH:3][CH:4]=2)[CH2:9][CH2:10]1, predict the reactants needed to synthesize it. The reactants are: Br[C:2]1[CH:15]=[CH:14][C:5]([CH2:6][O:7][CH:8]2[CH2:13][CH2:12][O:11][CH2:10][CH2:9]2)=[CH:4][CH:3]=1.C([Li])CCC.[S:21](Cl)([Cl:24])(=[O:23])=[O:22].O1CCC(OC2C=CC(S(Cl)(=O)=O)=CC=2)CC1. (2) Given the product [CH2:26]1[C:34]2[C:29](=[CH:30][C:31]([NH:35][C:2]3[C:11]4=[N:12][NH:13][CH:14]=[C:10]4[C:9]4[CH:8]=[C:7]([O:24][CH3:25])[CH:6]=[CH:5][C:4]=4[N:3]=3)=[CH:32][CH:33]=2)[CH2:28][O:27]1, predict the reactants needed to synthesize it. The reactants are: Cl[C:2]1[C:11]2=[N:12][N:13](CC3C=CC(OC)=CC=3)[CH:14]=[C:10]2[C:9]2[CH:8]=[C:7]([O:24][CH3:25])[CH:6]=[CH:5][C:4]=2[N:3]=1.[CH2:26]1[C:34]2[C:29](=[CH:30][C:31]([NH2:35])=[CH:32][CH:33]=2)[CH2:28][O:27]1.Cl. (3) Given the product [NH2:2][C:1]1[C:3]2[CH:8]=[N:7][C:6]([S:9][CH3:10])=[N:5][C:4]=2[N:11]([CH3:15])[C:12](=[O:14])[CH:13]=1, predict the reactants needed to synthesize it. The reactants are: [C:1]([C:3]1[C:4]([N:11]([CH3:15])[C:12](=[O:14])[CH3:13])=[N:5][C:6]([S:9][CH3:10])=[N:7][CH:8]=1)#[N:2].C[Si]([N-][Si](C)(C)C)(C)C.[Li+]. (4) Given the product [CH2:1]([O:3][C:4](=[O:30])[C:5]([CH3:29])([CH:11]1[CH2:20][CH2:19][C:18]2[C:13](=[CH:14][CH:15]=[C:16]([CH2:21][CH2:22][CH2:23][CH2:24][CH2:25][CH2:26][CH2:27][CH3:28])[CH:17]=2)[CH2:12]1)[C:6]([OH:8])=[O:7])[CH3:2], predict the reactants needed to synthesize it. The reactants are: [CH2:1]([O:3][C:4](=[O:30])[C:5]([CH3:29])([CH:11]1[CH2:20][CH2:19][C:18]2[C:13](=[CH:14][CH:15]=[C:16]([CH2:21][CH2:22][CH2:23][CH2:24][CH2:25][CH2:26][CH2:27][CH3:28])[CH:17]=2)[CH2:12]1)[C:6]([O:8]CC)=[O:7])[CH3:2].[OH-].[K+]. (5) Given the product [CH3:32][N:33]1[CH2:38][CH2:37][N:36]([C:39]2[CH:44]=[CH:43][C:42]([OH:64])=[CH:41][CH:40]=2)[CH2:35][CH2:34]1, predict the reactants needed to synthesize it. The reactants are: S1C2C=CC=CC=2N=C1N(COCC[Si](C)(C)C)C(C1C=CC=C2C=1CN(C1SC([CH2:32][N:33]3[CH2:38][CH2:37][N:36]([C:39]4[CH:44]=[CH:43][CH:42]=[CH:41][CH:40]=4)[CH2:35][CH2:34]3)=C(C(OC)=O)N=1)CC2)=O.S1C2C=CC=CC=2N=C1NC(C1C=CC=C2C=1CN(C1SC(CCCCI)=C(C(OCC)=O)N=1)CC2)=[O:64].C1C=CC(N2CCNCC2)=CC=1.N1(C2C=CC(O)=CC=2)CCNCC1. (6) Given the product [CH2:1]([O:8][C:9]1[CH:10]=[C:11]([CH:24]=[CH:25][C:26]=1[O:27][CH2:28][C:29]1[CH:34]=[CH:33][CH:32]=[CH:31][CH:30]=1)[C:12]1[O:13][C:14]2[C:19]([C:20](=[O:22])[CH:21]=1)=[CH:18][C:17]([O:23][CH2:37][CH:39]1[O:41][CH2:40]1)=[CH:16][CH:15]=2)[C:2]1[CH:3]=[CH:4][CH:5]=[CH:6][CH:7]=1, predict the reactants needed to synthesize it. The reactants are: [CH2:1]([O:8][C:9]1[CH:10]=[C:11]([CH:24]=[CH:25][C:26]=1[O:27][CH2:28][C:29]1[CH:34]=[CH:33][CH:32]=[CH:31][CH:30]=1)[C:12]1[O:13][C:14]2[C:19]([C:20](=[O:22])[CH:21]=1)=[CH:18][C:17]([OH:23])=[CH:16][CH:15]=2)[C:2]1[CH:7]=[CH:6][CH:5]=[CH:4][CH:3]=1.[H-].[Na+].[CH2:37]([CH:39]1[O:41][CH2:40]1)Cl. (7) Given the product [CH3:15][O:14][C:10]1[CH:11]=[CH:12][C:13]2[CH:3]=[CH:4][NH:5][C:6](=[O:17])[CH2:7][C:8]=2[C:9]=1[CH3:16], predict the reactants needed to synthesize it. The reactants are: CO[CH:3](OC)[CH2:4][NH:5][C:6](=[O:17])[CH2:7][C:8]1[CH:13]=[CH:12][CH:11]=[C:10]([O:14][CH3:15])[C:9]=1[CH3:16].Cl. (8) Given the product [C:27]([O:31][C:32](=[O:43])[NH:33][CH2:34][CH:35]([NH:42][C:20](=[O:21])[C:19]1[CH:23]=[CH:24][C:25]([CH3:26])=[C:17]([NH:16][C:14]([C:8]2[C:9](=[O:13])[NH:10][C:11]3[C:6]([CH:7]=2)=[CH:5][N:4]=[C:3]([O:2][CH3:1])[CH:12]=3)=[O:15])[CH:18]=1)[C:36]1[CH:37]=[CH:38][CH:39]=[CH:40][CH:41]=1)([CH3:30])([CH3:28])[CH3:29], predict the reactants needed to synthesize it. The reactants are: [CH3:1][O:2][C:3]1[CH:12]=[C:11]2[C:6]([CH:7]=[C:8]([C:14]([NH:16][C:17]3[CH:18]=[C:19]([CH:23]=[CH:24][C:25]=3[CH3:26])[C:20](O)=[O:21])=[O:15])[C:9](=[O:13])[NH:10]2)=[CH:5][N:4]=1.[C:27]([O:31][C:32](=[O:43])[NH:33][CH2:34][CH:35]([NH2:42])[C:36]1[CH:41]=[CH:40][CH:39]=[CH:38][CH:37]=1)([CH3:30])([CH3:29])[CH3:28].